Dataset: Catalyst prediction with 721,799 reactions and 888 catalyst types from USPTO. Task: Predict which catalyst facilitates the given reaction. (1) Product: [O:28]=[C:26]1[NH:25][C:24]2[CH:29]=[C:20]([C:13]3[CH:14]=[CH:15][C:10]([CH2:9][NH:8][C:6](=[O:7])[O:5][C:1]([CH3:4])([CH3:3])[CH3:2])=[CH:11][CH:12]=3)[CH:21]=[CH:22][C:23]=2[O:27]1. Reactant: [C:1]([O:5][C:6]([NH:8][CH2:9][C:10]1[CH:15]=[CH:14][C:13](B(O)O)=[CH:12][CH:11]=1)=[O:7])([CH3:4])([CH3:3])[CH3:2].Br[C:20]1[CH:21]=[CH:22][C:23]2[O:27][C:26](=[O:28])[NH:25][C:24]=2[CH:29]=1.C(=O)([O-])[O-].[Na+].[Na+].ClCCl. The catalyst class is: 18. (2) Reactant: [C:1]1([NH2:8])[CH:6]=[CH:5][C:4]([NH2:7])=[CH:3][CH:2]=1.CN1CCOCC1.[C:16](Cl)(=[O:20])[CH2:17][CH2:18][CH3:19]. Product: [NH2:7][C:4]1[CH:5]=[CH:6][C:1]([NH:8][C:16](=[O:20])[CH2:17][CH2:18][CH3:19])=[CH:2][CH:3]=1. The catalyst class is: 2. (3) Reactant: [Cl:1][C:2]1[CH:36]=[CH:35][C:5]([O:6][C:7]2[C:12]([F:13])=[CH:11][C:10]([S:14]([N:17](CC3C=CC(OC)=CC=3OC)[C:18]3[S:22][N:21]=[CH:20][N:19]=3)(=[O:16])=[O:15])=[C:9]([F:34])[CH:8]=2)=[C:4]([C:37]2[N:42]3[CH:43]=[N:44][CH:45]=[C:41]3[C:40](=[O:46])[N:39](CC3C=CC(OC)=CC=3)[CH:38]=2)[CH:3]=1.C1(OC)C=CC=CC=1.FC(F)(F)S(O)(=O)=O. Product: [Cl:1][C:2]1[CH:36]=[CH:35][C:5]([O:6][C:7]2[C:12]([F:13])=[CH:11][C:10]([S:14]([NH:17][C:18]3[S:22][N:21]=[CH:20][N:19]=3)(=[O:15])=[O:16])=[C:9]([F:34])[CH:8]=2)=[C:4]([C:37]2[N:42]3[CH:43]=[N:44][CH:45]=[C:41]3[C:40](=[O:46])[NH:39][CH:38]=2)[CH:3]=1. The catalyst class is: 55. (4) Reactant: C[Sn](C)(C)[C:3]1[CH:8]=[CH:7][C:6]([N:9]2[CH2:14][CH2:13][CH:12]([OH:15])[CH2:11][CH2:10]2)=[CH:5][CH:4]=1.Cl[C:19]1[N:28]=[C:27]([NH:29][CH2:30][C@H:31]2[O:36][CH2:35][CH2:34][N:33]([C:37]([O:39][C:40]([CH3:43])([CH3:42])[CH3:41])=[O:38])[CH2:32]2)[C:26]2[C:21](=[N:22][CH:23]=[CH:24][N:25]=2)[CH:20]=1. Product: [OH:15][CH:12]1[CH2:13][CH2:14][N:9]([C:6]2[CH:7]=[CH:8][C:3]([C:19]3[N:28]=[C:27]([NH:29][CH2:30][C@H:31]4[O:36][CH2:35][CH2:34][N:33]([C:37]([O:39][C:40]([CH3:43])([CH3:42])[CH3:41])=[O:38])[CH2:32]4)[C:26]4[C:21](=[N:22][CH:23]=[CH:24][N:25]=4)[CH:20]=3)=[CH:4][CH:5]=2)[CH2:10][CH2:11]1. The catalyst class is: 109. (5) Product: [CH3:25][C:26]1[CH:31]=[C:30]([C:2]2[C:3]([O:8][CH:9]3[CH2:14][CH2:13][CH2:12][N:11]([C:15]4[CH:24]=[CH:23][C:22]5[C:17](=[CH:18][CH:19]=[CH:20][CH:21]=5)[N:16]=4)[CH2:10]3)=[N:4][CH:5]=[CH:6][N:7]=2)[CH:29]=[CH:28][N:27]=1. Reactant: Cl[C:2]1[C:3]([O:8][CH:9]2[CH2:14][CH2:13][CH2:12][N:11]([C:15]3[CH:24]=[CH:23][C:22]4[C:17](=[CH:18][CH:19]=[CH:20][CH:21]=4)[N:16]=3)[CH2:10]2)=[N:4][CH:5]=[CH:6][N:7]=1.[CH3:25][C:26]1[CH:31]=[C:30](B2OC(C)(C)C(C)(C)O2)[CH:29]=[CH:28][N:27]=1.[O-]P([O-])([O-])=O.[K+].[K+].[K+]. The catalyst class is: 117. (6) Reactant: [O:1]=[C:2]1[N:6]([C:7]2[CH:12]=[CH:11][CH:10]=[C:9]([NH:13][C:14]3[S:15][CH2:16][CH2:17][N:18]=3)[CH:8]=2)[CH2:5][CH:4]([C:19]([NH:21][CH:22]([C:29]2[CH:30]=[N:31][CH:32]=[CH:33][CH:34]=2)[CH2:23][C:24]([O:26]CC)=[O:25])=[O:20])[CH2:3]1.[OH-].[Na+]. Product: [O:1]=[C:2]1[N:6]([C:7]2[CH:12]=[CH:11][CH:10]=[C:9]([NH:13][C:14]3[S:15][CH2:16][CH2:17][N:18]=3)[CH:8]=2)[CH2:5][CH:4]([C:19]([NH:21][CH:22]([C:29]2[CH:30]=[N:31][CH:32]=[CH:33][CH:34]=2)[CH2:23][C:24]([OH:26])=[O:25])=[O:20])[CH2:3]1. The catalyst class is: 1. (7) Reactant: Br[CH2:2][C:3]1[C:8]([O:9][CH3:10])=[CH:7][CH:6]=[CH:5][C:4]=1[N:11]1[C:15](=[O:16])[N:14]([CH3:17])[N:13]=[N:12]1.[Br:18][C:19]1[CH:24]=[CH:23][C:22]([OH:25])=[C:21]([CH3:26])[CH:20]=1.C(=O)([O-])[O-].[K+].[K+].C(#N)C. Product: [Br:18][C:19]1[CH:24]=[CH:23][C:22]([O:25][CH2:2][C:3]2[C:8]([O:9][CH3:10])=[CH:7][CH:6]=[CH:5][C:4]=2[N:11]2[C:15](=[O:16])[N:14]([CH3:17])[N:13]=[N:12]2)=[C:21]([CH3:26])[CH:20]=1. The catalyst class is: 6. (8) Reactant: [F:1][C:2]1[CH:3]=[C:4]([CH:7]=[CH:8][CH:9]=1)[CH2:5][NH2:6].Cl[C:11]1[N:21]=[CH:20][CH:19]=[CH:18][C:12]=1[C:13]([O:15][CH2:16][CH3:17])=[O:14].C(O)C. Product: [F:1][C:2]1[CH:3]=[C:4]([CH:7]=[CH:8][CH:9]=1)[CH2:5][NH:6][C:11]1[N:21]=[CH:20][CH:19]=[CH:18][C:12]=1[C:13]([O:15][CH2:16][CH3:17])=[O:14]. The catalyst class is: 6.